This data is from Full USPTO retrosynthesis dataset with 1.9M reactions from patents (1976-2016). The task is: Predict the reactants needed to synthesize the given product. Given the product [O:1]1[C:5]2[CH:6]=[CH:7][CH:8]=[CH:9][C:4]=2[C:3]([CH2:10][CH2:11][N:17]2[CH2:16][CH2:15][C:14]([CH2:20][NH:21][C:22](=[O:26])[O:23][CH2:24][CH3:25])([OH:13])[CH2:19][CH2:18]2)=[CH:2]1, predict the reactants needed to synthesize it. The reactants are: [O:1]1[C:5]2[CH:6]=[CH:7][CH:8]=[CH:9][C:4]=2[C:3]([CH2:10][CH2:11]Br)=[CH:2]1.[OH:13][C:14]1([CH2:20][NH:21][C:22](=[O:26])[O:23][CH2:24][CH3:25])[CH2:19][CH2:18][NH:17][CH2:16][CH2:15]1.C(=O)([O-])N.[K+].